This data is from NCI-60 drug combinations with 297,098 pairs across 59 cell lines. The task is: Regression. Given two drug SMILES strings and cell line genomic features, predict the synergy score measuring deviation from expected non-interaction effect. (1) Drug 1: CC1=C(C(=CC=C1)Cl)NC(=O)C2=CN=C(S2)NC3=CC(=NC(=N3)C)N4CCN(CC4)CCO. Drug 2: C1=NC2=C(N1)C(=S)N=CN2. Cell line: 786-0. Synergy scores: CSS=42.4, Synergy_ZIP=10.2, Synergy_Bliss=15.4, Synergy_Loewe=-3.88, Synergy_HSA=-0.402. (2) Drug 1: CC12CCC3C(C1CCC2=O)CC(=C)C4=CC(=O)C=CC34C. Drug 2: C1CN(P(=O)(OC1)NCCCl)CCCl. Cell line: DU-145. Synergy scores: CSS=47.7, Synergy_ZIP=1.38, Synergy_Bliss=2.71, Synergy_Loewe=-14.2, Synergy_HSA=2.15. (3) Drug 1: COC1=CC(=CC(=C1O)OC)C2C3C(COC3=O)C(C4=CC5=C(C=C24)OCO5)OC6C(C(C7C(O6)COC(O7)C8=CC=CS8)O)O. Drug 2: C1=CN(C=N1)CC(O)(P(=O)(O)O)P(=O)(O)O. Cell line: SNB-19. Synergy scores: CSS=-1.49, Synergy_ZIP=-14.3, Synergy_Bliss=-30.4, Synergy_Loewe=-58.5, Synergy_HSA=-31.0.